This data is from Reaction yield outcomes from USPTO patents with 853,638 reactions. The task is: Predict the reaction yield, written as a fraction of the theoretical maximum amount of product (1.0 means a 100% yield; for example, 0.34 means a 34% yield). (1) The reactants are C[Si]([N-][Si](C)(C)C)(C)C.[K+].C1(C)C=CC=CC=1.[CH:18]1([CH2:23][C:24]([O:26][CH2:27][C:28]2[CH:33]=[CH:32][CH:31]=[CH:30][CH:29]=2)=[O:25])[CH2:22][CH2:21][CH2:20][CH2:19]1.C1(S(N2C(C3C=CC=CC=3)O2)(=O)=[O:41])C=CC=CC=1. The catalyst is O1CCCC1.[Cl-].[NH4+]. The product is [CH:18]1([CH:23]([OH:41])[C:24]([O:26][CH2:27][C:28]2[CH:29]=[CH:30][CH:31]=[CH:32][CH:33]=2)=[O:25])[CH2:22][CH2:21][CH2:20][CH2:19]1. The yield is 0.940. (2) The reactants are [CH3:1][CH:2]([CH3:18])[CH2:3][NH:4][CH:5]1[CH2:10][CH2:9][N:8]([C:11]([O:13][C:14]([CH3:17])([CH3:16])[CH3:15])=[O:12])[CH2:7][CH2:6]1.[CH3:19][S:20]([C:23]1[CH:30]=[CH:29][CH:28]=[CH:27][C:24]=1[CH:25]=O)(=[O:22])=[O:21].[Na]. The catalyst is ClCCCl. The product is [CH3:19][S:20]([C:23]1[CH:30]=[CH:29][CH:28]=[CH:27][C:24]=1[CH2:25][N:4]([CH2:3][CH:2]([CH3:18])[CH3:1])[CH:5]1[CH2:6][CH2:7][N:8]([C:11]([O:13][C:14]([CH3:15])([CH3:16])[CH3:17])=[O:12])[CH2:9][CH2:10]1)(=[O:22])=[O:21]. The yield is 0.650.